This data is from Reaction yield outcomes from USPTO patents with 853,638 reactions. The task is: Predict the reaction yield, written as a fraction of the theoretical maximum amount of product (1.0 means a 100% yield; for example, 0.34 means a 34% yield). (1) The reactants are Br[C:2]1[N:6]([CH2:7][O:8][CH2:9][CH2:10][Si:11]([CH3:14])([CH3:13])[CH3:12])[C:5]([C:15]2[CH:20]=[CH:19][CH:18]=[CH:17][CH:16]=2)=[N:4][C:3]=1[C:21]1[CH:26]=[CH:25][N:24]=[CH:23][CH:22]=1.[Li]C(C)(C)C.[CH2:32]([Sn:36](Cl)([CH2:41][CH2:42][CH2:43][CH3:44])[CH2:37][CH2:38][CH2:39][CH3:40])[CH2:33][CH2:34][CH3:35].C(=O)([O-])O.[Na+]. The catalyst is C1COCC1. The product is [C:15]1([C:5]2[N:6]([CH2:7][O:8][CH2:9][CH2:10][Si:11]([CH3:14])([CH3:13])[CH3:12])[C:2]([Sn:36]([CH2:37][CH2:38][CH2:39][CH3:40])([CH2:41][CH2:42][CH2:43][CH3:44])[CH2:32][CH2:33][CH2:34][CH3:35])=[C:3]([C:21]3[CH:26]=[CH:25][N:24]=[CH:23][CH:22]=3)[N:4]=2)[CH:20]=[CH:19][CH:18]=[CH:17][CH:16]=1. The yield is 0.930. (2) The reactants are [Cl:1][C:2]1[CH:3]=[C:4]([CH:7]=[CH:8][C:9]=1[C:10]([F:13])([F:12])[F:11])[CH2:5][OH:6]. The catalyst is ClCCCl.O=[Mn]=O. The product is [Cl:1][C:2]1[CH:3]=[C:4]([CH:7]=[CH:8][C:9]=1[C:10]([F:11])([F:12])[F:13])[CH:5]=[O:6]. The yield is 0.600. (3) The reactants are Br[CH2:2][C:3]1[CH:8]=[CH:7][CH:6]=[CH:5][CH:4]=1.[Cl:9][C:10]1[CH:11]=[C:12]([NH:22][C:23](=[O:30])[C:24]2[CH:29]=[CH:28][CH:27]=[CH:26][N:25]=2)[CH:13]=[CH:14][C:15]=1[N:16]1[CH2:21][CH2:20][NH:19][CH2:18][CH2:17]1.C([O-])([O-])=O.[K+].[K+]. The catalyst is C(#N)C. The product is [CH2:2]([N:19]1[CH2:20][CH2:21][N:16]([C:15]2[CH:14]=[CH:13][C:12]([NH:22][C:23](=[O:30])[C:24]3[CH:29]=[CH:28][CH:27]=[CH:26][N:25]=3)=[CH:11][C:10]=2[Cl:9])[CH2:17][CH2:18]1)[C:3]1[CH:8]=[CH:7][CH:6]=[CH:5][CH:4]=1. The yield is 0.200. (4) The reactants are [CH3:1][C@H:2]1[C@@H:7]([N:8]([C:10]2[N:18]=[CH:17][N:16]=[C:15]3[C:11]=2[CH:12]=[CH:13][NH:14]3)[CH3:9])[CH2:6][N:5]([C:19]([CH2:21][C:22]#[N:23])=[O:20])[CH2:4][CH2:3]1.Cl.[C:25]([OH:37])(=[O:36])[CH2:26][C:27]([CH2:32][C:33]([OH:35])=[O:34])([C:29]([OH:31])=[O:30])[OH:28].[OH-].[NH4+]. The catalyst is O. The product is [CH3:1][C@H:2]1[C@@H:7]([N:8]([C:10]2[N:18]=[CH:17][N:16]=[C:15]3[C:11]=2[CH:12]=[CH:13][NH:14]3)[CH3:9])[CH2:6][N:5]([C:19]([CH2:21][C:22]#[N:23])=[O:20])[CH2:4][CH2:3]1.[CH2:32]([C:27]([OH:28])([C:29]([OH:31])=[O:30])[CH2:26][C:25]([OH:37])=[O:36])[C:33]([OH:35])=[O:34]. The yield is 0.900.